Task: Predict which catalyst facilitates the given reaction.. Dataset: Catalyst prediction with 721,799 reactions and 888 catalyst types from USPTO (1) Reactant: [CH:1]1([N:4]([C@@H:22]([C:24]2[CH:29]=[C:28]([CH2:30][CH2:31][CH2:32][NH:33][C:34]([O:36][CH3:37])=[O:35])[N:27]=[C:26]([O:38][CH3:39])[CH:25]=2)[CH3:23])[C:5]([C@@H:7]2[O:12][C@H:11]([CH2:13][F:14])[CH2:10][N:9](C(OC(C)(C)C)=O)[CH2:8]2)=[O:6])[CH2:3][CH2:2]1.FC(F)(F)C(O)=O.C(=O)([O-])O.[Na+]. Product: [CH:1]1([N:4]([C:5]([C@@H:7]2[O:12][C@H:11]([CH2:13][F:14])[CH2:10][NH:9][CH2:8]2)=[O:6])[C@@H:22]([C:24]2[CH:25]=[C:26]([O:38][CH3:39])[N:27]=[C:28]([CH2:30][CH2:31][CH2:32][NH:33][C:34](=[O:35])[O:36][CH3:37])[CH:29]=2)[CH3:23])[CH2:2][CH2:3]1. The catalyst class is: 4. (2) Reactant: [NH:1]1[CH:5]=[CH:4][N:3]=[C:2]1[CH2:6][N:7]([CH2:14][C:15]1[CH:33]=[CH:32][C:18]([CH2:19][NH:20][CH2:21][CH2:22][CH2:23][CH2:24][N:25]([CH2:29][CH2:30][CH3:31])[CH2:26][CH2:27][CH3:28])=[CH:17][CH:16]=1)[CH2:8][C:9]1[NH:10][CH:11]=[CH:12][N:13]=1.C=O.[C:36]([BH3-])#N.[Na+].[OH-].[Na+]. Product: [NH:1]1[CH:5]=[CH:4][N:3]=[C:2]1[CH2:6][N:7]([CH2:14][C:15]1[CH:33]=[CH:32][C:18]([CH2:19][N:20]([CH3:36])[CH2:21][CH2:22][CH2:23][CH2:24][N:25]([CH2:26][CH2:27][CH3:28])[CH2:29][CH2:30][CH3:31])=[CH:17][CH:16]=1)[CH2:8][C:9]1[NH:13][CH:12]=[CH:11][N:10]=1. The catalyst class is: 130.